Predict the reactants needed to synthesize the given product. From a dataset of Full USPTO retrosynthesis dataset with 1.9M reactions from patents (1976-2016). (1) Given the product [F:16][C:2]([F:1])([C:8]1[CH:13]=[CH:12][C:11](=[O:14])[N:10]([CH3:15])[CH:9]=1)[C:3]([OH:5])=[O:4], predict the reactants needed to synthesize it. The reactants are: [F:1][C:2]([F:16])([C:8]1[CH:13]=[CH:12][C:11](=[O:14])[N:10]([CH3:15])[CH:9]=1)[C:3]([O:5]CC)=[O:4].CO.O.[OH-].[Li+]. (2) Given the product [F:9][C:10]([F:18])([F:17])[CH2:11][CH2:12][C:2]1[S:6][C:5]([CH:7]=[O:8])=[CH:4][CH:3]=1, predict the reactants needed to synthesize it. The reactants are: Br[C:2]1[S:6][C:5]([CH:7]=[O:8])=[CH:4][CH:3]=1.[F:9][C:10]([F:18])([F:17])[CH2:11][CH2:12][B-](F)(F)F. (3) Given the product [NH2:1][C:2]1[C:7]2[C:8]([C:11]3[CH:16]=[CH:15][C:14]([NH:17][C:18]([NH:20][C:21]4[CH:26]=[CH:25][CH:24]=[C:23]([F:27])[CH:22]=4)=[O:19])=[CH:13][CH:12]=3)=[CH:9][S:10][C:6]=2[C:5]([I:28])=[CH:4][N:3]=1, predict the reactants needed to synthesize it. The reactants are: [NH2:1][C:2]1[C:7]2[C:8]([C:11]3[CH:16]=[CH:15][C:14]([NH:17][C:18]([NH:20][C:21]4[CH:26]=[CH:25][CH:24]=[C:23]([F:27])[CH:22]=4)=[O:19])=[CH:13][CH:12]=3)=[CH:9][S:10][C:6]=2[CH:5]=[CH:4][N:3]=1.[I:28]I.[OH-].[K+].